This data is from Forward reaction prediction with 1.9M reactions from USPTO patents (1976-2016). The task is: Predict the product of the given reaction. (1) Given the reactants Cl[CH2:2][C:3]1[CH:8]=[CH:7][C:6]([CH:9]([NH:11][C:12](=[O:14])[CH3:13])[CH3:10])=[CH:5][CH:4]=1.[N:15]1[CH:20]=[CH:19][CH:18]=[CH:17][C:16]=1[N:21]1[CH2:26][CH2:25][NH:24][CH2:23][CH2:22]1, predict the reaction product. The product is: [N:15]1[CH:20]=[CH:19][CH:18]=[CH:17][C:16]=1[N:21]1[CH2:22][CH2:23][N:24]([CH2:2][C:3]2[CH:8]=[CH:7][C:6]([CH:9]([NH:11][C:12](=[O:14])[CH3:13])[CH3:10])=[CH:5][CH:4]=2)[CH2:25][CH2:26]1. (2) The product is: [Br:1][C:2]1[CH:11]=[C:10]2[C:5]([C:6]([NH:41][C:38]3[CH:37]=[C:36]([CH3:35])[NH:40][N:39]=3)=[N:7][C:8]([C:12]([F:21])([F:20])[C:13]3[CH:18]=[CH:17][C:16]([F:19])=[CH:15][N:14]=3)=[N:9]2)=[CH:4][CH:3]=1. Given the reactants [Br:1][C:2]1[CH:11]=[C:10]2[C:5]([C:6](SC)=[N:7][C:8]([C:12]([F:21])([F:20])[C:13]3[CH:18]=[CH:17][C:16]([F:19])=[CH:15][N:14]=3)=[N:9]2)=[CH:4][CH:3]=1.ClC1C=C(C=CC=1)C(OO)=O.[CH3:35][C:36]1[NH:40][N:39]=[C:38]([NH2:41])[CH:37]=1, predict the reaction product. (3) Given the reactants Br[C:2]1[N:7]=[CH:6][C:5]([C:8]([N:10]2[CH2:15][CH2:14][N:13]([C:16]3[C:21]([CH3:22])=[CH:20][C:19]([CH2:23][CH3:24])=[CH:18][N:17]=3)[CH2:12][CH2:11]2)=[O:9])=[CH:4][CH:3]=1.[O:25]=[C:26]1[NH:30][C@H:29]([CH2:31][O:32]C(=O)C2C=CC=CC=2)[CH2:28][O:27]1, predict the reaction product. The product is: [CH2:23]([C:19]1[CH:20]=[C:21]([CH3:22])[C:16]([N:13]2[CH2:14][CH2:15][N:10]([C:8]([C:5]3[CH:4]=[CH:3][C:2]([N:30]4[C@H:29]([CH2:31][OH:32])[CH2:28][O:27][C:26]4=[O:25])=[N:7][CH:6]=3)=[O:9])[CH2:11][CH2:12]2)=[N:17][CH:18]=1)[CH3:24].